This data is from Forward reaction prediction with 1.9M reactions from USPTO patents (1976-2016). The task is: Predict the product of the given reaction. (1) Given the reactants C([O-])([O-])=O.[K+].[K+].Cl.[NH2:8][C:9]1[CH:15]=[CH:14][C:12]([OH:13])=[CH:11][C:10]=1[OH:16].Cl[CH2:18][C:19](Cl)=[O:20], predict the reaction product. The product is: [OH:13][C:12]1[CH:14]=[CH:15][C:9]2[NH:8][C:19](=[O:20])[CH2:18][O:16][C:10]=2[CH:11]=1. (2) Given the reactants [CH:1]1([NH2:4])[CH2:3][CH2:2]1.[CH:5]1([C:8]2[N:13]=[C:12]([C:14]([NH:16][C:17]3[CH:25]=[N:24][CH:23]=[CH:22][C:18]=3[C:19](O)=[O:20])=[O:15])[C:11]([NH:26][C:27]3[CH:28]=[N:29][CH:30]=[N:31][CH:32]=3)=[CH:10][CH:9]=2)[CH2:7][CH2:6]1, predict the reaction product. The product is: [CH:1]1([NH:4][C:19]([C:18]2[CH:22]=[CH:23][N:24]=[CH:25][C:17]=2[NH:16][C:14]([C:12]2[C:11]([NH:26][C:27]3[CH:28]=[N:29][CH:30]=[N:31][CH:32]=3)=[CH:10][CH:9]=[C:8]([CH:5]3[CH2:7][CH2:6]3)[N:13]=2)=[O:15])=[O:20])[CH2:3][CH2:2]1. (3) Given the reactants [CH3:1][S-:2].[Na+].F[C:5]1[CH:12]=[CH:11][C:8]([C:9]#[N:10])=[CH:7][C:6]=1[CH3:13], predict the reaction product. The product is: [CH3:13][C:6]1[CH:7]=[C:8]([CH:11]=[CH:12][C:5]=1[S:2][CH3:1])[C:9]#[N:10]. (4) Given the reactants [NH2:1][C:2]1[CH:7]=[CH:6][C:5]([C:8]([CH3:11])([CH3:10])[CH3:9])=[CH:4][C:3]=1[C:12]([C:14]1[CH:19]=[CH:18][CH:17]=[CH:16][CH:15]=1)=O.[F:20][C:21]([F:29])([F:28])[C:22](=[O:27])[CH2:23][C:24](=O)[CH3:25].C(O)(C)C, predict the reaction product. The product is: [C:8]([C:5]1[CH:4]=[C:3]2[C:2](=[CH:7][CH:6]=1)[N:1]=[C:24]([CH3:25])[C:23]([C:22](=[O:27])[C:21]([F:29])([F:28])[F:20])=[C:12]2[C:14]1[CH:19]=[CH:18][CH:17]=[CH:16][CH:15]=1)([CH3:11])([CH3:10])[CH3:9]. (5) Given the reactants [F:1][C:2]1[CH:7]=[CH:6][CH:5]=[C:4]([F:8])[N:3]=1.[C:9]([O:13][C:14](=[O:22])[C:15](OC(C)(C)C)=[O:16])([CH3:12])([CH3:11])[CH3:10], predict the reaction product. The product is: [C:9]([O:13][C:14](=[O:22])[C:15]([C:7]1[C:2]([F:1])=[N:3][C:4]([F:8])=[CH:5][CH:6]=1)=[O:16])([CH3:12])([CH3:11])[CH3:10]. (6) The product is: [Cl:1][C:2]1[CH:6]=[CH:5][S:4][C:3]=1[C:15](=[O:17])[CH3:16]. Given the reactants [Cl:1][C:2]1[CH:6]=[CH:5][S:4][CH:3]=1.[Li]CCCC.CON(C)[C:15](=[O:17])[CH3:16], predict the reaction product. (7) Given the reactants [C:1]([OH:8])(=[O:7])[CH2:2][CH2:3][C:4]([CH3:6])=[O:5].[N:9]([CH2:16][CH2:17][OH:18])([CH2:13][CH2:14][OH:15])[CH2:10][CH2:11][OH:12].C(OCCC)(=O)C1C=C(O)C(O)=C(O)C=1, predict the reaction product. The product is: [N:9]([CH2:16][CH2:17][OH:18])([CH2:13][CH2:14][OH:15])[CH2:10][CH2:11][OH:12].[C:1]([OH:8])(=[O:7])[CH2:2][CH2:3][C:4]([CH3:6])=[O:5].